This data is from Merck oncology drug combination screen with 23,052 pairs across 39 cell lines. The task is: Regression. Given two drug SMILES strings and cell line genomic features, predict the synergy score measuring deviation from expected non-interaction effect. (1) Drug 1: O=S1(=O)NC2(CN1CC(F)(F)F)C1CCC2Cc2cc(C=CCN3CCC(C(F)(F)F)CC3)ccc2C1. Drug 2: CC(=O)OC1C(=O)C2(C)C(O)CC3OCC3(OC(C)=O)C2C(OC(=O)c2ccccc2)C2(O)CC(OC(=O)C(O)C(NC(=O)c3ccccc3)c3ccccc3)C(C)=C1C2(C)C. Cell line: A2780. Synergy scores: synergy=15.5. (2) Drug 1: O=C(O)C1(Cc2cccc(Nc3nccs3)n2)CCC(Oc2cccc(Cl)c2F)CC1. Drug 2: NC1CCCCC1N.O=C(O)C(=O)O.[Pt+2]. Cell line: SKMEL30. Synergy scores: synergy=7.37. (3) Drug 2: Cc1nc(Nc2ncc(C(=O)Nc3c(C)cccc3Cl)s2)cc(N2CCN(CCO)CC2)n1. Synergy scores: synergy=53.9. Drug 1: O=C(NOCC(O)CO)c1ccc(F)c(F)c1Nc1ccc(I)cc1F. Cell line: SKMES1. (4) Cell line: DLD1. Drug 1: CCN(CC)CCNC(=O)c1c(C)[nH]c(C=C2C(=O)Nc3ccc(F)cc32)c1C. Synergy scores: synergy=6.77. Drug 2: Cn1cc(-c2cnn3c(N)c(Br)c(C4CCCNC4)nc23)cn1. (5) Drug 1: O=P1(N(CCCl)CCCl)NCCCO1. Drug 2: CS(=O)(=O)CCNCc1ccc(-c2ccc3ncnc(Nc4ccc(OCc5cccc(F)c5)c(Cl)c4)c3c2)o1. Cell line: A2780. Synergy scores: synergy=-2.60. (6) Drug 1: CN(Cc1cnc2nc(N)nc(N)c2n1)c1ccc(C(=O)NC(CCC(=O)O)C(=O)O)cc1. Drug 2: C=CCn1c(=O)c2cnc(Nc3ccc(N4CCN(C)CC4)cc3)nc2n1-c1cccc(C(C)(C)O)n1. Cell line: CAOV3. Synergy scores: synergy=25.2. (7) Drug 1: CN(C)C(=N)N=C(N)N. Drug 2: O=C(O)C1(Cc2cccc(Nc3nccs3)n2)CCC(Oc2cccc(Cl)c2F)CC1. Cell line: HT29. Synergy scores: synergy=2.38. (8) Drug 1: CCC1(O)CC2CN(CCc3c([nH]c4ccccc34)C(C(=O)OC)(c3cc4c(cc3OC)N(C)C3C(O)(C(=O)OC)C(OC(C)=O)C5(CC)C=CCN6CCC43C65)C2)C1. Drug 2: COC1CC2CCC(C)C(O)(O2)C(=O)C(=O)N2CCCCC2C(=O)OC(C(C)CC2CCC(OP(C)(C)=O)C(OC)C2)CC(=O)C(C)C=C(C)C(O)C(OC)C(=O)C(C)CC(C)C=CC=CC=C1C. Cell line: UACC62. Synergy scores: synergy=29.6. (9) Drug 1: CN(Cc1cnc2nc(N)nc(N)c2n1)c1ccc(C(=O)NC(CCC(=O)O)C(=O)O)cc1. Drug 2: Cc1nc(Nc2ncc(C(=O)Nc3c(C)cccc3Cl)s2)cc(N2CCN(CCO)CC2)n1. Cell line: UWB1289BRCA1. Synergy scores: synergy=-21.4. (10) Cell line: PA1. Synergy scores: synergy=16.3. Drug 2: O=C(O)C1(Cc2cccc(Nc3nccs3)n2)CCC(Oc2cccc(Cl)c2F)CC1. Drug 1: O=c1[nH]cc(F)c(=O)[nH]1.